The task is: Regression. Given a peptide amino acid sequence and an MHC pseudo amino acid sequence, predict their binding affinity value. This is MHC class I binding data.. This data is from Peptide-MHC class I binding affinity with 185,985 pairs from IEDB/IMGT. (1) The peptide sequence is GMIPFFDFA. The MHC is HLA-B27:03 with pseudo-sequence HLA-B27:03. The binding affinity (normalized) is 0.0847. (2) The peptide sequence is QLLIAILLL. The MHC is Mamu-B8701 with pseudo-sequence Mamu-B8701. The binding affinity (normalized) is 0.159. (3) The peptide sequence is LPQIGGEAI. The MHC is HLA-B07:02 with pseudo-sequence HLA-B07:02. The binding affinity (normalized) is 0.921. (4) The peptide sequence is ELKRQLADL. The MHC is HLA-A24:03 with pseudo-sequence HLA-A24:03. The binding affinity (normalized) is 0.0847. (5) The MHC is HLA-B35:03 with pseudo-sequence YYATYRNIFTNTYESNLYIRYDFYTWAVLAYLWY. The peptide sequence is STLERTSKASLER. The binding affinity (normalized) is 0. (6) The peptide sequence is PVDEYITTY. The binding affinity (normalized) is 0.0847. The MHC is HLA-A03:01 with pseudo-sequence HLA-A03:01. (7) The peptide sequence is MALMKLAAL. The MHC is HLA-B07:02 with pseudo-sequence HLA-B07:02. The binding affinity (normalized) is 0.633.